Dataset: Full USPTO retrosynthesis dataset with 1.9M reactions from patents (1976-2016). Task: Predict the reactants needed to synthesize the given product. (1) Given the product [Br:8][C:5]1[CH:6]=[CH:7][C:2]([NH:23][CH2:22][CH:19]2[CH2:20][CH2:21][N:16]([C:14]([O:13][C:9]([CH3:12])([CH3:11])[CH3:10])=[O:15])[CH2:17][CH2:18]2)=[N:3][CH:4]=1, predict the reactants needed to synthesize it. The reactants are: Br[C:2]1[CH:7]=[CH:6][C:5]([Br:8])=[CH:4][N:3]=1.[C:9]([O:13][C:14]([N:16]1[CH2:21][CH2:20][CH:19]([CH2:22][NH2:23])[CH2:18][CH2:17]1)=[O:15])([CH3:12])([CH3:11])[CH3:10]. (2) The reactants are: Br[C:2]1[C:3]([C:23]2[CH:28]=[CH:27][C:26]([Cl:29])=[CH:25][CH:24]=2)=[CH:4][C:5]2[N:6]([C:8]([CH2:11][C:12]3[C:13]([CH3:22])=[N:14][C:15]([C:18]([F:21])([F:20])[F:19])=[CH:16][CH:17]=3)=[N:9][N:10]=2)[CH:7]=1.[Cl:30][C:31]1[CH:36]=[C:35]([Cl:37])[CH:34]=[CH:33][C:32]=1B(O)O.C([O-])([O-])=O.[K+].[K+]. Given the product [Cl:29][C:26]1[CH:27]=[CH:28][C:23]([C:3]2[C:2]([C:34]3[CH:33]=[CH:32][C:31]([Cl:30])=[CH:36][C:35]=3[Cl:37])=[CH:7][N:6]3[C:8]([CH2:11][C:12]4[C:13]([CH3:22])=[N:14][C:15]([C:18]([F:20])([F:19])[F:21])=[CH:16][CH:17]=4)=[N:9][N:10]=[C:5]3[CH:4]=2)=[CH:24][CH:25]=1, predict the reactants needed to synthesize it. (3) Given the product [C:24]([O:27][C:28](=[O:29])[NH:14][C@@H:9]([C:6]1[CH:7]=[CH:8][C:3]([Cl:2])=[CH:4][C:5]=1[F:15])[CH2:10][CH:11]1[CH2:13][CH2:12]1)([CH3:26])([CH3:25])[CH3:23], predict the reactants needed to synthesize it. The reactants are: Cl.[Cl:2][C:3]1[CH:8]=[CH:7][C:6]([C@H:9]([NH2:14])[CH2:10][CH:11]2[CH2:13][CH2:12]2)=[C:5]([F:15])[CH:4]=1.C(N(CC)CC)C.[CH3:23][C:24]([O:27][C:28](O[C:28]([O:27][C:24]([CH3:26])([CH3:25])[CH3:23])=[O:29])=[O:29])([CH3:26])[CH3:25]. (4) Given the product [CH3:5][O:6][C:7](=[O:11])[CH2:8][CH2:9][NH:10][CH2:13][C:14]1[CH:19]=[C:18]([Cl:20])[CH:17]=[CH:16][C:15]=1[N+:21]([O-:23])=[O:22], predict the reactants needed to synthesize it. The reactants are: O.[OH-].[Li+].Cl.[CH3:5][O:6][C:7](=[O:11])[CH2:8][CH2:9][NH2:10].Br[CH2:13][C:14]1[CH:19]=[C:18]([Cl:20])[CH:17]=[CH:16][C:15]=1[N+:21]([O-:23])=[O:22]. (5) Given the product [C:77]([O:4][C@@H:5]1[C@@H:38]([O:39][C:40](=[O:42])[CH3:41])[C@H:37]([O:43][C:44](=[O:46])[CH3:45])[C@@H:36]([CH2:47][O:48][C:49](=[O:51])[CH3:50])[O:35][C@@H:6]1[O:7][C@H:8]1[O:25][C@H:24]([CH2:26][O:27][C:52](=[O:55])[CH3:53])[C@@H:19]([OH:20])[C@H:14]([O:15][C:16](=[O:18])[CH3:17])[C@H:9]1[O:10][C:11](=[O:13])[CH3:12])(=[O:79])[CH3:78], predict the reactants needed to synthesize it. The reactants are: C([O:4][C@@H:5]1[C@@H:38]([O:39][C:40](=[O:42])[CH3:41])[C@H:37]([O:43][C:44](=[O:46])[CH3:45])[C@@H:36]([CH2:47][O:48][C:49](=[O:51])[CH3:50])[O:35][C@@H:6]1[O:7][C@H:8]1[O:25][C@H:24]([CH:26]([Si](C(C)(C)C)(C)C)[OH:27])[C@@H:19]([O:20]C(=O)C)[C@H:14]([O:15][C:16](=[O:18])[CH3:17])[C@H:9]1[O:10][C:11](=[O:13])[CH3:12])(=O)C.[C:52]([OH:55])(=O)[CH3:53].CCCC[N+](CCCC)(CCCC)CCCC.[F-].ClCCl.[C:77](OCC)(=[O:79])[CH3:78]. (6) Given the product [CH2:37]([O:36][C@@H:32]([CH2:31][C:28]1[CH:29]=[CH:30][C:25]([O:24][CH2:23][CH2:22][C:19]2[CH:20]=[CH:21][C:16]([NH:15][CH2:4][CH:3]([CH3:6])[C:2]([F:8])([F:7])[F:1])=[CH:17][CH:18]=2)=[CH:26][CH:27]=1)[C:33]([OH:35])=[O:34])[CH3:38], predict the reactants needed to synthesize it. The reactants are: [F:1][C:2]([F:8])([F:7])[CH:3]([CH3:6])[CH:4]=O.S(=O)(=O)(O)O.Cl.[NH2:15][C:16]1[CH:21]=[CH:20][C:19]([CH2:22][CH2:23][O:24][C:25]2[CH:30]=[CH:29][C:28]([CH2:31][C@H:32]([O:36][CH2:37][CH3:38])[C:33]([OH:35])=[O:34])=[CH:27][CH:26]=2)=[CH:18][CH:17]=1.[BH4-].[Na+].